Dataset: Full USPTO retrosynthesis dataset with 1.9M reactions from patents (1976-2016). Task: Predict the reactants needed to synthesize the given product. (1) Given the product [F:1][C:2]1[C:7]([N:23]2[CH2:28][CH2:27][O:26][CH2:25][CH2:24]2)=[CH:6][C:5]([N:9]2[CH2:13][C@H:12]([CH2:14][NH:15][C:16](=[O:18])[CH3:17])[O:11][C:10]2=[O:19])=[C:4]([N+:20]([O-:22])=[O:21])[CH:3]=1, predict the reactants needed to synthesize it. The reactants are: [F:1][C:2]1[C:7](F)=[CH:6][C:5]([N:9]2[CH2:13][C@H:12]([CH2:14][NH:15][C:16](=[O:18])[CH3:17])[O:11][C:10]2=[O:19])=[C:4]([N+:20]([O-:22])=[O:21])[CH:3]=1.[NH:23]1[CH2:28][CH2:27][O:26][CH2:25][CH2:24]1. (2) Given the product [C:32]([CH:30]1[CH2:29][CH:28]([N:18]2[C:17](=[O:37])[C:16]([CH2:15][C:12]3[CH:13]=[CH:14][C:9]([C:4]4[C:3]([C:1]#[N:2])=[CH:8][CH:7]=[CH:6][CH:5]=4)=[CH:10][C:11]=3[F:38])=[C:21]([CH2:22][CH2:23][CH3:24])[N:20]3[N:25]=[CH:26][N:27]=[C:19]23)[CH2:31]1)(=[O:34])[CH3:42], predict the reactants needed to synthesize it. The reactants are: [C:1]([C:3]1[CH:8]=[CH:7][CH:6]=[CH:5][C:4]=1[C:9]1[CH:14]=[CH:13][C:12]([CH2:15][C:16]2[C:17](=[O:37])[N:18]([CH:28]3[CH2:31][CH:30]([C:32]([O:34]CC)=O)[CH2:29]3)[C:19]3[N:20]([N:25]=[CH:26][N:27]=3)[C:21]=2[CH2:22][CH2:23][CH3:24])=[C:11]([F:38])[CH:10]=1)#[N:2].[OH-].[Na+].Cl.[CH3:42][Mg]Br. (3) Given the product [N:26]([CH2:2][C@H:3]1[NH:12][C:11]2[C:6](=[CH:7][CH:8]=[CH:9][CH:10]=2)[NH:5][C:4]1=[O:13])=[N+:27]=[N-:28], predict the reactants needed to synthesize it. The reactants are: O[CH2:2][C@H:3]1[NH:12][C:11]2[C:6](=[CH:7][CH:8]=[CH:9][CH:10]=2)[NH:5][C:4]1=[O:13].S(Cl)(C)(=O)=O.CCN(CC)CC.[N-:26]=[N+:27]=[N-:28].[Na+]. (4) Given the product [SH:3][CH2:4][CH2:5][CH2:6][CH2:7][CH2:8][CH2:9][CH2:10][CH2:11][CH2:12][CH2:13][CH2:14][O:15][CH2:16][CH2:17][O:18][CH2:19][CH2:20][O:21][CH2:22][CH2:23][O:24][C:25]1[CH:30]=[CH:29][C:28]([OH:31])=[CH:27][CH:26]=1, predict the reactants needed to synthesize it. The reactants are: C(=O)([S:3][CH2:4][CH2:5][CH2:6][CH2:7][CH2:8][CH2:9][CH2:10][CH2:11][CH2:12][CH2:13][CH2:14][O:15][CH2:16][CH2:17][O:18][CH2:19][CH2:20][O:21][CH2:22][CH2:23][O:24][C:25]1[CH:30]=[CH:29][C:28]([OH:31])=[CH:27][CH:26]=1)C.C(O)(=O)C.NN. (5) The reactants are: [N:1]1[N:12]2[C:4]([N:5]=[C:6]3[C:10](=[C:11]2[C:13]2[CH:14]=[CH:15][C:16]4[O:20][C:19]([CH2:21][CH2:22]OS(C)(=O)=O)=[CH:18][C:17]=4[CH:28]=2)[CH2:9][CH2:8][CH2:7]3)=[CH:3][CH:2]=1.[CH3:29][CH:30]1[CH2:34][CH2:33][CH2:32][NH:31]1.C(=O)([O-])[O-].[K+].[K+]. Given the product [CH3:29][CH:30]1[CH2:34][CH2:33][CH2:32][N:31]1[CH2:22][CH2:21][C:19]1[O:20][C:16]2[CH:15]=[CH:14][C:13]([C:11]3[N:12]4[C:4](=[CH:3][CH:2]=[N:1]4)[N:5]=[C:6]4[C:10]=3[CH2:9][CH2:8][CH2:7]4)=[CH:28][C:17]=2[CH:18]=1, predict the reactants needed to synthesize it. (6) Given the product [CH3:14][C:5]1[CH:6]=[CH:7][CH:8]=[C:9]2[C:4]=1[N:3]=[C:2]([C:20]1[O:21][CH:22]=[CH:23][N:24]=1)[C:11]([CH:12]=[O:13])=[CH:10]2, predict the reactants needed to synthesize it. The reactants are: Cl[C:2]1[C:11]([CH:12]=[O:13])=[CH:10][C:9]2[C:4](=[C:5]([CH3:14])[CH:6]=[CH:7][CH:8]=2)[N:3]=1.C([Sn](CCCC)(CCCC)[C:20]1[O:21][CH:22]=[CH:23][N:24]=1)CCC. (7) Given the product [C:29]([O:31][C:35]([CH2:36][O:38][C:4]1[CH:3]=[CH:2][CH:7]=[CH:6][C:5]=1[C:8]1[CH:13]=[C:12]([C:14]2[CH:19]=[CH:18][C:17]([OH:20])=[CH:16][CH:15]=2)[CH:11]=[C:10]([C:21]2[CH:26]=[CH:25][C:24]([OH:27])=[CH:23][CH:22]=2)[CH:9]=1)=[O:43])([CH3:32])([CH3:30])[CH3:28], predict the reactants needed to synthesize it. The reactants are: O[C:2]1[CH:7]=[CH:6][C:5]([C:8]2[CH:13]=[C:12]([C:14]3[CH:19]=[CH:18][C:17]([OH:20])=[CH:16][CH:15]=3)[CH:11]=[C:10]([C:21]3[CH:26]=[CH:25][C:24]([OH:27])=[CH:23][CH:22]=3)[CH:9]=2)=[CH:4][CH:3]=1.[CH3:28][C:29]([CH3:32])([O-:31])[CH3:30].[K+].Br[CH:35](C(C)(C)C)[C:36]([O-:38])=O.[O:43]1CCCC1.